From a dataset of Full USPTO retrosynthesis dataset with 1.9M reactions from patents (1976-2016). Predict the reactants needed to synthesize the given product. (1) Given the product [CH3:19][O:20][C:21]1[CH:26]=[CH:25][CH:24]=[CH:23][C:22]=1[N:27]1[CH2:32][CH2:31][N:30]([CH2:11][CH2:10][CH:9]([C:1](=[O:8])[C:2]2[CH:7]=[CH:6][CH:5]=[CH:4][CH:3]=2)[C:13]2[CH:18]=[CH:17][CH:16]=[CH:15][CH:14]=2)[CH2:29][CH2:28]1, predict the reactants needed to synthesize it. The reactants are: [C:1]([CH:9]([C:13]1[CH:18]=[CH:17][CH:16]=[CH:15][CH:14]=1)[CH2:10][CH:11]=O)(=[O:8])[C:2]1[CH:7]=[CH:6][CH:5]=[CH:4][CH:3]=1.[CH3:19][O:20][C:21]1[CH:26]=[CH:25][CH:24]=[CH:23][C:22]=1[N:27]1[CH2:32][CH2:31][NH:30][CH2:29][CH2:28]1.[Na].[BH-](OC(C)=O)(OC(C)=O)OC(C)=O.[Na+]. (2) Given the product [Cl:23][C:22]1[C:16]2[O:15][CH2:14][C@H:13]([CH2:12][NH:31][CH2:30][C:29]([CH3:33])([CH3:32])[CH3:28])[O:18][C:17]=2[CH:19]=[C:20]([S:24]([CH3:27])(=[O:25])=[O:26])[CH:21]=1, predict the reactants needed to synthesize it. The reactants are: CC1C=CC(S(O[CH2:12][C@@H:13]2[O:18][C:17]3[CH:19]=[C:20]([S:24]([CH3:27])(=[O:26])=[O:25])[CH:21]=[C:22]([Cl:23])[C:16]=3[O:15][CH2:14]2)(=O)=O)=CC=1.[CH3:28][C:29]([CH3:33])([CH3:32])[CH2:30][NH2:31]. (3) Given the product [CH3:9][O:10][C:11]([C:12]1[S:13][C:14]2[N:15]([C:16](=[O:28])[N:17]([CH2:21][C:22]3[CH:27]=[CH:26][CH:25]=[CH:24][CH:23]=3)[C:18](=[O:20])[CH:19]=2)[CH:1]=1)=[O:29], predict the reactants needed to synthesize it. The reactants are: [CH3:1]OC(OC)N(C)C.[CH3:9][O:10][C:11](=[O:29])[CH2:12][S:13][C:14]1[NH:15][C:16](=[O:28])[N:17]([CH2:21][C:22]2[CH:27]=[CH:26][CH:25]=[CH:24][CH:23]=2)[C:18](=[O:20])[CH:19]=1.O1CCOCC1. (4) Given the product [CH:23]1[C:24]2[N:12]([C:10]3[CH:11]=[C:6]([F:5])[CH:7]=[CH:8][C:9]=3[OH:25])[C:13]3[C:18](=[CH:17][CH:16]=[CH:15][CH:14]=3)[C:19]=2[CH:20]=[CH:21][CH:22]=1, predict the reactants needed to synthesize it. The reactants are: B(Br)(Br)Br.[F:5][C:6]1[CH:7]=[CH:8][C:9]([O:25]C)=[C:10]([N:12]2[C:24]3[CH:23]=[CH:22][CH:21]=[CH:20][C:19]=3[C:18]3[C:13]2=[CH:14][CH:15]=[CH:16][CH:17]=3)[CH:11]=1.C(=O)(O)[O-].[Na+].[OH-].[Na+]. (5) Given the product [C:36]([O:9][CH2:8][C:7]1[C:2]([Cl:1])=[N:3][CH:4]=[C:5]([C:10]2[CH:11]=[C:12]3[C:17](=[CH:18][CH:19]=2)[N:16]=[CH:15][CH:14]=[C:13]3[N:20]2[CH2:25][CH2:24][O:23][CH2:22][CH2:21]2)[CH:6]=1)(=[O:37])[CH3:35], predict the reactants needed to synthesize it. The reactants are: [Cl:1][C:2]1[C:7]([CH2:8][OH:9])=[CH:6][C:5]([C:10]2[CH:11]=[C:12]3[C:17](=[CH:18][CH:19]=2)[N:16]=[CH:15][CH:14]=[C:13]3[N:20]2[CH2:25][CH2:24][O:23][CH2:22][CH2:21]2)=[CH:4][N:3]=1.CCN(C(C)C)C(C)C.[CH3:35][C:36](OC(C)=O)=[O:37]. (6) Given the product [CH2:13]([O:10][C:5]1[CH:4]=[CH:3][C:2]([Br:1])=[CH:9][C:6]=1[CH2:7][OH:8])[C:14]1[CH:19]=[CH:18][CH:17]=[CH:16][CH:15]=1, predict the reactants needed to synthesize it. The reactants are: [Br:1][C:2]1[CH:3]=[CH:4][C:5]([OH:10])=[C:6]([CH:9]=1)[CH2:7][OH:8].[OH-].[Na+].[CH2:13](Br)[C:14]1[CH:19]=[CH:18][CH:17]=[CH:16][CH:15]=1.